This data is from Catalyst prediction with 721,799 reactions and 888 catalyst types from USPTO. The task is: Predict which catalyst facilitates the given reaction. (1) Reactant: [NH:1]1[C:9]2[C:4](=[CH:5][CH:6]=[CH:7][N:8]=2)[CH:3]=[CH:2]1.[Al+3].[Cl-].[Cl-].[Cl-].[C:14](Cl)(=[O:16])[CH3:15].CO. Product: [C:14]([C:3]1[C:4]2[C:9](=[N:8][CH:7]=[CH:6][CH:5]=2)[NH:1][CH:2]=1)(=[O:16])[CH3:15]. The catalyst class is: 4. (2) Reactant: [F:1][C:2]1[CH:7]=[CH:6][C:5]([C:8]2[CH:9]=[C:10]([CH:18]([CH3:20])[CH3:19])[CH:11]=[C:12]3[C:17]=2[N:16]=[CH:15][CH:14]=[CH:13]3)=[CH:4][C:3]=1[CH2:21][OH:22]. Product: [F:1][C:2]1[CH:7]=[CH:6][C:5]([C:8]2[CH:9]=[C:10]([CH:18]([CH3:20])[CH3:19])[CH:11]=[C:12]3[C:17]=2[N:16]=[CH:15][CH:14]=[CH:13]3)=[CH:4][C:3]=1[CH:21]=[O:22]. The catalyst class is: 177.